This data is from CYP2D6 inhibition data for predicting drug metabolism from PubChem BioAssay. The task is: Regression/Classification. Given a drug SMILES string, predict its absorption, distribution, metabolism, or excretion properties. Task type varies by dataset: regression for continuous measurements (e.g., permeability, clearance, half-life) or binary classification for categorical outcomes (e.g., BBB penetration, CYP inhibition). Dataset: cyp2d6_veith. (1) The molecule is CN(C)C(=O)c1ccc(-c2cc(Nc3ccccc3)ncn2)cc1. The result is 0 (non-inhibitor). (2) The compound is O=C(N/N=C\c1cn(-c2ccccc2)nc1-c1ccccc1)c1ccc(Br)o1. The result is 0 (non-inhibitor). (3) The molecule is Cc1oc(-c2ccccc2F)nc1CS(=O)CC(=O)N1CCC2(CC1)OCCO2. The result is 0 (non-inhibitor). (4) The molecule is Cc1ccc2c(c1)N(CCC(=O)N1CCC3(CC1)OCCO3)C(=O)C(C)O2. The result is 0 (non-inhibitor). (5) The compound is O=C(c1cnccn1)N1CCC2(CC1)CN(C(c1ccccc1)c1ccccc1)C2. The result is 1 (inhibitor). (6) The compound is C[C@@]12CCC(=O)C=C1CC[C@@H]1[C@@H]3CC[C@H](C(=O)Cn4cnc5c(=S)nc[nH]c54)[C@]3(C)CC[C@H]12. The result is 0 (non-inhibitor). (7) The result is 0 (non-inhibitor). The compound is CS(=O)(=O)c1nc(-c2ccccc2)cc(-c2ccccc2)c1C#N.